From a dataset of Orexin1 receptor HTS with 218,158 compounds and 233 confirmed actives. Binary Classification. Given a drug SMILES string, predict its activity (active/inactive) in a high-throughput screening assay against a specified biological target. (1) The drug is s1nc2cc(CN3CCC(CC3)(CCc3ccccc3)CO)ccc2n1. The result is 0 (inactive). (2) The molecule is OC(=O)c1ccc(/N=N\N2CCCCCC2)cc1. The result is 0 (inactive).